Dataset: Reaction yield outcomes from USPTO patents with 853,638 reactions. Task: Predict the reaction yield, written as a fraction of the theoretical maximum amount of product (1.0 means a 100% yield; for example, 0.34 means a 34% yield). (1) The reactants are [C:1](=[O:8])([O:3][C:4]([CH3:7])([CH3:6])[CH3:5])[NH2:2].C([Li])CCC.[C:14](Cl)(=[O:18])/[CH:15]=[CH:16]/[CH3:17].C([O-])(O)=O.[Na+]. The catalyst is O1CCCC1.O. The product is [C:14]([NH:2][C:1](=[O:8])[O:3][C:4]([CH3:7])([CH3:6])[CH3:5])(=[O:18])/[CH:15]=[CH:16]/[CH3:17]. The yield is 0.280. (2) The reactants are C[O:2][C:3]1[CH:8]=[C:7]([O:9]C)[CH:6]=[CH:5][C:4]=1[CH:11]1[N:16]([CH3:17])[CH2:15][CH2:14][C:13]([CH3:18])=[CH:12]1.B(Br)(Br)Br.C(=O)(O)[O-].[Na+]. The catalyst is ClCCl. The product is [CH3:17][N:16]1[CH2:15][CH2:14][C:13]([CH3:18])=[CH:12][CH:11]1[C:4]1[CH:5]=[CH:6][C:7]([OH:9])=[CH:8][C:3]=1[OH:2]. The yield is 0.350. (3) The reactants are Cl[C:2]1[CH:3]=[C:4]2[C:9](=[N:10][CH:11]=1)[NH:8][C:7](=[O:12])[C:6]1[CH:13]=[CH:14][CH:15]=[CH:16][C:5]2=1.CO[C:19]1[CH:26]=[CH:25][CH:24]=[CH:23][C:20]=1[CH2:21][NH2:22].C1(P(C2CCCCC2)C2C=CC=CC=2C2C(C(C)C)=CC(C(C)C)=CC=2C(C)C)CCCCC1.C[C:62](C)([O-:64])C.[Na+]. The catalyst is O1CCOCC1.CO.C([O-])(=O)C.[Pd+2].C([O-])(=O)C. The product is [CH3:62][O:64][C:24]1[CH:23]=[C:20]([CH:19]=[CH:26][CH:25]=1)[CH2:21][NH:22][C:2]1[CH:3]=[C:4]2[C:9](=[N:10][CH:11]=1)[NH:8][C:7](=[O:12])[C:6]1[CH:13]=[CH:14][CH:15]=[CH:16][C:5]2=1. The yield is 0.0800. (4) The reactants are [C:1]1([CH2:7][CH2:8][N:9]([CH2:21][C:22]2[CH:27]=[CH:26][C:25]([CH2:28][OH:29])=[CH:24][CH:23]=2)[C:10]2[S:11][CH:12]=[C:13]([C:15]3[CH:20]=[CH:19][CH:18]=[CH:17][CH:16]=3)[N:14]=2)[CH:6]=[CH:5][CH:4]=[CH:3][CH:2]=1.[F:30][C:31]1[CH:36]=[C:35](O)[CH:34]=[C:33]([F:38])[C:32]=1[CH2:39][CH2:40][C:41]([O:43][CH2:44][CH3:45])=[O:42].C(P(CCCC)CCCC)CCC.N(C(N1CCCCC1)=O)=NC(N1CCCCC1)=O. The catalyst is O1CCCC1. The product is [F:30][C:31]1[CH:36]=[C:35]([O:29][CH2:28][C:25]2[CH:24]=[CH:23][C:22]([CH2:21][N:9]([CH2:8][CH2:7][C:1]3[CH:6]=[CH:5][CH:4]=[CH:3][CH:2]=3)[C:10]3[S:11][CH:12]=[C:13]([C:15]4[CH:20]=[CH:19][CH:18]=[CH:17][CH:16]=4)[N:14]=3)=[CH:27][CH:26]=2)[CH:34]=[C:33]([F:38])[C:32]=1[CH2:39][CH2:40][C:41]([O:43][CH2:44][CH3:45])=[O:42]. The yield is 0.560. (5) The reactants are [CH3:1][N:2]1[CH2:7][CH2:6][N:5]([C:8]2[CH:13]=[CH:12][C:11]([N+:14]([O-])=O)=[CH:10][C:9]=2[CH3:17])[CH2:4][CH2:3]1. The catalyst is CO.[Pd]. The product is [CH3:1][N:2]1[CH2:3][CH2:4][N:5]([C:8]2[CH:13]=[CH:12][C:11]([NH2:14])=[CH:10][C:9]=2[CH3:17])[CH2:6][CH2:7]1. The yield is 0.860. (6) The reactants are [Br:1][C:2]1[CH:14]=[CH:13][C:12]2[C:11]3[C:6](=[CH:7][C:8]([Br:15])=[CH:9][CH:10]=3)[C:5]([CH2:17][CH2:18][CH2:19][CH2:20][NH2:21])([CH3:16])[C:4]=2[CH:3]=1.[C:22]([O:26][C:27](O[C:27]([O:26][C:22]([CH3:25])([CH3:24])[CH3:23])=[O:28])=[O:28])([CH3:25])([CH3:24])[CH3:23]. The catalyst is C1COCC1. The product is [C:22]([O:26][C:27](=[O:28])[NH:21][CH2:20][CH2:19][CH2:18][CH2:17][C:5]1([CH3:16])[C:4]2[CH:3]=[C:2]([Br:1])[CH:14]=[CH:13][C:12]=2[C:11]2[C:6]1=[CH:7][C:8]([Br:15])=[CH:9][CH:10]=2)([CH3:25])([CH3:24])[CH3:23]. The yield is 0.790. (7) The reactants are [CH:1]1[C:13]2[CH:12]([CH2:14][O:15][C:16](=[O:33])[NH:17][CH2:18][C:19]3[CH:24]=[CH:23][CH:22]=[CH:21][C:20]=3[C:25]3[CH:30]=[CH:29][C:28](C=O)=[CH:27][CH:26]=3)[C:11]3[C:6](=[CH:7][CH:8]=[CH:9][CH:10]=3)[C:5]=2[CH:4]=[CH:3][CH:2]=1.O.C1(C)C=CC(S(O)(=O)=O)=CC=1.[CH:46]([O:51][CH3:52])([O:49][CH3:50])OC. The yield is 0.930. The product is [CH:10]1[C:11]2[CH:12]([CH2:14][O:15][C:16](=[O:33])[NH:17][CH2:18][C:19]3[CH:24]=[CH:23][CH:22]=[CH:21][C:20]=3[C:25]3[CH:26]=[CH:27][C:28]([CH:46]([O:49][CH3:50])[O:51][CH3:52])=[CH:29][CH:30]=3)[C:13]3[C:5](=[CH:4][CH:3]=[CH:2][CH:1]=3)[C:6]=2[CH:7]=[CH:8][CH:9]=1. The catalyst is CO. (8) The reactants are Cl[C:2]1[CH:3]=[CH:4][C:5]2[O:14][CH2:13][CH2:12][C:11]3[CH:10]=[C:9]([C:15]4[N:16]([C:20]5[CH:25]=[CH:24][C:23]([F:26])=[CH:22][C:21]=5[F:27])[N:17]=[CH:18][N:19]=4)[S:8][C:7]=3[C:6]=2[N:28]=1.CC1(C)C(C)OB([C:36]2[CH:37]=[CH:38][C:39]([OH:42])=[N:40][CH:41]=2)O1.C([O-])([O-])=O.[Cs+].[Cs+]. The catalyst is C1C=CC(P(C2C=CC=CC=2)[C-]2C=CC=C2)=CC=1.C1C=CC(P(C2C=CC=CC=2)[C-]2C=CC=C2)=CC=1.Cl[Pd]Cl.[Fe+2].CC#N.O. The yield is 0.0710. The product is [F:27][C:21]1[CH:22]=[C:23]([F:26])[CH:24]=[CH:25][C:20]=1[N:16]1[C:15]([C:9]2[S:8][C:7]3[C:6]4[N:28]=[C:2]([C:36]5[CH:37]=[CH:38][C:39]([OH:42])=[N:40][CH:41]=5)[CH:3]=[CH:4][C:5]=4[O:14][CH2:13][CH2:12][C:11]=3[CH:10]=2)=[N:19][CH:18]=[N:17]1. (9) The reactants are [NH2:1][CH:2]([CH2:6][C:7]1[CH:12]=[C:11]([F:13])[CH:10]=[C:9]([F:14])[CH:8]=1)[C:3]([OH:5])=[O:4].S(Cl)([Cl:17])=O.[CH3:19]O. No catalyst specified. The product is [ClH:17].[CH3:19][O:4][C:3](=[O:5])[CH:2]([NH2:1])[CH2:6][C:7]1[CH:8]=[C:9]([F:14])[CH:10]=[C:11]([F:13])[CH:12]=1. The yield is 1.00.